Dataset: TCR-epitope binding with 47,182 pairs between 192 epitopes and 23,139 TCRs. Task: Binary Classification. Given a T-cell receptor sequence (or CDR3 region) and an epitope sequence, predict whether binding occurs between them. (1) The TCR CDR3 sequence is CASSVGDWAQGNTIYF. Result: 0 (the TCR does not bind to the epitope). The epitope is KTSVDCTMYI. (2) The epitope is KLWAQCVQL. The TCR CDR3 sequence is CASGYGLAGEETQYF. Result: 1 (the TCR binds to the epitope). (3) The epitope is LLFNKVTLA. The TCR CDR3 sequence is CASSITDNQPQHF. Result: 1 (the TCR binds to the epitope). (4) The epitope is QARQMVQAMRTIGTHP. The TCR CDR3 sequence is CASSALASLNEQFF. Result: 0 (the TCR does not bind to the epitope). (5) The TCR CDR3 sequence is CASSLGSSGRAPDTQYF. Result: 1 (the TCR binds to the epitope). The epitope is FLNGSCGSV.